From a dataset of Reaction yield outcomes from USPTO patents with 853,638 reactions. Predict the reaction yield, written as a fraction of the theoretical maximum amount of product (1.0 means a 100% yield; for example, 0.34 means a 34% yield). (1) The reactants are [O:1]1[CH2:6][CH2:5][N:4]([C:7](=O)[CH2:8][C@@H:9]([NH:18][C:19]2[CH:24]=[CH:23][C:22]([S:25]([NH2:28])(=[O:27])=[O:26])=[CH:21][C:20]=2[N+:29]([O-:31])=[O:30])[CH2:10][S:11][C:12]2[CH:17]=[CH:16][CH:15]=[CH:14][CH:13]=2)[CH2:3][CH2:2]1.B.C1COCC1.Cl.C([O-])([O-])=O.[Na+].[Na+]. The catalyst is CCOC(C)=O.CO. The product is [O:1]1[CH2:6][CH2:5][N:4]([CH2:7][CH2:8][C@@H:9]([NH:18][C:19]2[CH:24]=[CH:23][C:22]([S:25]([NH2:28])(=[O:26])=[O:27])=[CH:21][C:20]=2[N+:29]([O-:31])=[O:30])[CH2:10][S:11][C:12]2[CH:13]=[CH:14][CH:15]=[CH:16][CH:17]=2)[CH2:3][CH2:2]1. The yield is 0.800. (2) The reactants are [CH2:1]([NH:4][C:5]([C@@H:7]([NH:11][C:12](=[O:18])[O:13][C:14]([CH3:17])([CH3:16])[CH3:15])[CH2:8][CH:9]=[CH2:10])=[O:6])C=C.[CH2:19](Cl)Cl. No catalyst specified. The product is [CH3:19][N:4]1[CH2:1][CH:10]=[CH:9][CH2:8][C@H:7]([NH:11][C:12](=[O:18])[O:13][C:14]([CH3:15])([CH3:16])[CH3:17])[C:5]1=[O:6]. The yield is 0.630. (3) The reactants are C[O-].[K+].C[O:5][C:6](=[O:20])[CH:7]([CH2:16][CH:17]([CH3:19])[CH3:18])[CH2:8][C:9]([O:11][C:12]([CH3:15])([CH3:14])[CH3:13])=[O:10]. The catalyst is CO. The product is [C:12]([O:11][C:9](=[O:10])[CH2:8][CH:7]([CH2:16][CH:17]([CH3:18])[CH3:19])[C:6]([OH:20])=[O:5])([CH3:15])([CH3:14])[CH3:13]. The yield is 0.570.